Dataset: Reaction yield outcomes from USPTO patents with 853,638 reactions. Task: Predict the reaction yield, written as a fraction of the theoretical maximum amount of product (1.0 means a 100% yield; for example, 0.34 means a 34% yield). (1) The reactants are [F:1][C:2]1[CH:7]=[C:6]([F:8])[CH:5]=[CH:4][C:3]=1[OH:9].[CH2:10](Br)[C:11]1[CH:16]=[CH:15][CH:14]=[CH:13][CH:12]=1.C(=O)([O-])[O-].[K+].[K+].O. The catalyst is CN(C)C=O. The product is [CH2:10]([O:9][C:3]1[CH:4]=[CH:5][C:6]([F:8])=[CH:7][C:2]=1[F:1])[C:11]1[CH:16]=[CH:15][CH:14]=[CH:13][CH:12]=1. The yield is 0.250. (2) The reactants are CO.C([O:6][C@@H:7]1[C@@H:12]([O:13]C(=O)C)[C@H:11]([O:17]C(=O)C)[C@@H:10]([CH2:21][O:22]C(=O)C)[O:9][C@H:8]1[C:26]1[CH:31]=[CH:30][C:29]([F:32])=[C:28]([CH2:33][C:34]2[S:35][C:36]3[CH:42]=[CH:41][CH:40]=[CH:39][C:37]=3[CH:38]=2)[CH:27]=1)(=O)C.[OH-].[Na+].Cl. The catalyst is O. The product is [S:35]1[C:36]2[CH:42]=[CH:41][CH:40]=[CH:39][C:37]=2[CH:38]=[C:34]1[CH2:33][C:28]1[CH:27]=[C:26]([C@@H:8]2[O:9][C@H:10]([CH2:21][OH:22])[C@@H:11]([OH:17])[C@H:12]([OH:13])[C@H:7]2[OH:6])[CH:31]=[CH:30][C:29]=1[F:32]. The yield is 0.970. (3) The reactants are O1CCCCC1[O:7][NH:8][C:9]([C:11]1([S:20]([C:23]2[CH:28]=[CH:27][C:26]([C:29]3[CH:34]=[CH:33][C:32]([CH2:35][CH2:36][CH2:37][C:38]([F:41])([F:40])[F:39])=[CH:31][CH:30]=3)=[CH:25][CH:24]=2)(=[O:22])=[O:21])[CH2:16][CH2:15][N:14]([CH:17]2[CH2:19][CH2:18]2)[CH2:13][CH2:12]1)=[O:10].[ClH:42]. The catalyst is CO.O1CCOCC1. The product is [ClH:42].[CH:17]1([N:14]2[CH2:13][CH2:12][C:11]([S:20]([C:23]3[CH:28]=[CH:27][C:26]([C:29]4[CH:34]=[CH:33][C:32]([CH2:35][CH2:36][CH2:37][C:38]([F:41])([F:40])[F:39])=[CH:31][CH:30]=4)=[CH:25][CH:24]=3)(=[O:21])=[O:22])([C:9]([NH:8][OH:7])=[O:10])[CH2:16][CH2:15]2)[CH2:19][CH2:18]1. The yield is 0.900. (4) The reactants are [CH3:1][C:2]1[NH:6][C:5]2[S:7][CH:8]=[CH:9][C:4]=2[CH:3]=1.Br[CH2:11][C:12]([O:14][CH3:15])=[O:13].C(=O)([O-])[O-].[K+].[K+].[I-].[K+]. The catalyst is C(#N)C. The product is [CH3:1][C:2]1[N:6]([CH2:11][C:12]([O:14][CH3:15])=[O:13])[C:5]2[S:7][CH:8]=[CH:9][C:4]=2[CH:3]=1. The yield is 0.590. (5) The reactants are [CH2:1]([O:8][C:9]1[CH:21]=[C:20]2[C:12]([C:13]3[CH:14]=[CH:15][C:16]([OH:22])=[CH:17][C:18]=3[NH:19]2)=[CH:11][CH:10]=1)[C:2]1C=CC=CC=1.C(=O)([O-])[O-].[Cs+].[Cs+].CC1C=CC(S(OCC[O:42][CH2:43][CH2:44][O:45][CH2:46][CH2:47][F:48])(=O)=O)=CC=1. The catalyst is CN(C=O)C.O.C(O)(=O)C.[Pd]. The product is [F:48][CH2:47][CH2:46][O:45][CH2:44][CH2:43][O:42][CH2:2][CH2:1][O:8][C:9]1[CH:21]=[C:20]2[C:12]([C:13]3[CH:14]=[CH:15][C:16]([OH:22])=[CH:17][C:18]=3[NH:19]2)=[CH:11][CH:10]=1. The yield is 0.270. (6) The reactants are [F:1][C:2]1[CH:3]=[C:4]([CH:6]=[C:7]([B:9]2[O:13][C:12]([CH3:15])([CH3:14])[C:11]([CH3:17])([CH3:16])[O:10]2)[CH:8]=1)[NH2:5].[CH3:18][O:19][CH2:20][CH2:21][S:22](Cl)(=[O:24])=[O:23]. The catalyst is N1C=CC=CC=1. The product is [F:1][C:2]1[CH:3]=[C:4]([NH:5][S:22]([CH2:21][CH2:20][O:19][CH3:18])(=[O:24])=[O:23])[CH:6]=[C:7]([B:9]2[O:13][C:12]([CH3:15])([CH3:14])[C:11]([CH3:17])([CH3:16])[O:10]2)[CH:8]=1. The yield is 0.170. (7) The reactants are [O:1]1[C:5]2[CH:6]=[CH:7][CH:8]=[CH:9][C:4]=2[N:3]=[C:2]1[S:10][CH2:11][CH2:12][CH2:13][N:14]1[CH2:19][CH2:18][N:17]([CH2:20][C:21]([NH:23][C:24]2[C:29]([CH:30]([CH3:32])[CH3:31])=[CH:28][CH:27]=[C:26]([OH:33])[C:25]=2[CH:34]([CH3:36])[CH3:35])=[O:22])[CH2:16][CH2:15]1.[CH:37](N(CC)C(C)C)(C)C.C[Si](C=[N+]=[N-])(C)C.CCCCCC. The catalyst is CO.C(#N)C. The product is [O:1]1[C:5]2[CH:6]=[CH:7][CH:8]=[CH:9][C:4]=2[N:3]=[C:2]1[S:10][CH2:11][CH2:12][CH2:13][N:14]1[CH2:19][CH2:18][N:17]([CH2:20][C:21]([NH:23][C:24]2[C:29]([CH:30]([CH3:32])[CH3:31])=[CH:28][CH:27]=[C:26]([O:33][CH3:37])[C:25]=2[CH:34]([CH3:36])[CH3:35])=[O:22])[CH2:16][CH2:15]1. The yield is 0.200.